From a dataset of Catalyst prediction with 721,799 reactions and 888 catalyst types from USPTO. Predict which catalyst facilitates the given reaction. (1) Reactant: C([NH:4][C:5]1[CH:6]=[N:7]C=C[C:10]=1[CH3:11])(=O)C.[N:12](OC(C)(C)C)=O.C(O[C:23](=[O:25])[CH3:24])(=O)C.[C:26]([O-])(=O)[CH3:27].[K+]. Product: [N:12]1([C:23](=[O:25])[CH3:24])[C:10]2[CH:11]=[CH:26][CH:27]=[N:4][C:5]=2[CH:6]=[N:7]1. The catalyst class is: 133. (2) Reactant: [C:1]([CH:3]([CH2:7][C:8]1[CH:13]=[CH:12][C:11]([OH:14])=[CH:10][CH:9]=1)[C:4]([OH:6])=[O:5])#[N:2].[CH3:15]S(OCCCCOS(C)(=O)=O)(=O)=O. Product: [C:1]([CH:3]([CH2:7][C:8]1[CH:9]=[CH:10][C:11]([OH:14])=[CH:12][CH:13]=1)[C:4]([O:6][CH3:15])=[O:5])#[N:2]. The catalyst class is: 5. (3) Reactant: [CH3:1][C:2]1[N:7]=[C:6]2[N:8]([C:11]3[C:16]([CH3:17])=[CH:15][C:14]([CH3:18])=[CH:13][C:12]=3[CH3:19])[CH:9]=[N:10][C:5]2=[C:4]([NH2:20])[CH:3]=1.C(N(CC)C(C)C)(C)C.[Cl:30][CH2:31][C:32](Cl)=[O:33].C(=O)([O-])[O-].[K+].[K+]. Product: [CH3:1][C:2]1[N:7]=[C:6]2[N:8]([C:11]3[C:12]([CH3:19])=[CH:13][C:14]([CH3:18])=[CH:15][C:16]=3[CH3:17])[CH:9]=[N:10][C:5]2=[C:4]([NH:20][C:32](=[O:33])[CH2:31][Cl:30])[CH:3]=1. The catalyst class is: 26. (4) Reactant: C(O/[CH:4]=[N:5]/[C:6]1[C:14]2[C:9](=[N:10][C:11]([N:21]([CH3:23])[CH3:22])=[C:12]3[CH2:18][O:17][C:16]([CH3:20])([CH3:19])[CH2:15][C:13]3=2)[O:8][C:7]=1[C:24]([O:26]CC)=O)C.[NH3:29]. Product: [CH3:20][C:16]1([CH3:19])[O:17][CH2:18][C:12]2=[C:11]([N:21]([CH3:22])[CH3:23])[N:10]=[C:9]3[O:8][C:7]4[C:24](=[O:26])[NH:29][CH:4]=[N:5][C:6]=4[C:14]3=[C:13]2[CH2:15]1. The catalyst class is: 8. (5) Reactant: Cl[C:2]1[CH:3]=[C:4]([C@H:8]2[C@@H:13]([CH3:14])[N:12]([CH2:15][C:16]([F:19])([F:18])[F:17])[C:11](=[O:20])[C@@H:10]([NH:21]C(=O)OC(C)(C)C)[CH2:9]2)[CH:5]=[CH:6][CH:7]=1. Product: [NH2:21][C@H:10]1[CH2:9][C@@H:8]([C:4]2[CH:5]=[CH:6][CH:7]=[CH:2][CH:3]=2)[C@@H:13]([CH3:14])[N:12]([CH2:15][C:16]([F:17])([F:18])[F:19])[C:11]1=[O:20]. The catalyst class is: 105. (6) Reactant: [O:1]([C:8]1[CH:30]=[CH:29][C:11]([O:12][C:13]2[C:14]3[N:21]([CH:22]4[CH2:28][C:24]5([CH2:27][NH:26][CH2:25]5)[CH2:23]4)[CH:20]=[CH:19][C:15]=3[N:16]=[CH:17][N:18]=2)=[CH:10][CH:9]=1)[C:2]1[CH:7]=[CH:6][CH:5]=[CH:4][CH:3]=1.C(=O)(O)[O-].[Na+].[C:36](Br)#[N:37]. Product: [O:1]([C:8]1[CH:30]=[CH:29][C:11]([O:12][C:13]2[C:14]3[N:21]([CH:22]4[CH2:23][C:24]5([CH2:25][N:26]([C:36]#[N:37])[CH2:27]5)[CH2:28]4)[CH:20]=[CH:19][C:15]=3[N:16]=[CH:17][N:18]=2)=[CH:10][CH:9]=1)[C:2]1[CH:7]=[CH:6][CH:5]=[CH:4][CH:3]=1. The catalyst class is: 46. (7) Reactant: [F:1][C:2]([F:28])([F:27])[C:3]1[CH:8]=[CH:7][C:6]([C:9]([C:17]2[CH:22]=[CH:21][C:20]([C:23]([F:26])([F:25])[F:24])=[CH:19][CH:18]=2)(O)[CH:10]2[CH2:15][CH2:14][NH:13][CH2:12][CH2:11]2)=[CH:5][CH:4]=1. Product: [F:26][C:23]([F:24])([F:25])[C:20]1[CH:19]=[CH:18][C:17]([C:9]([C:6]2[CH:7]=[CH:8][C:3]([C:2]([F:28])([F:1])[F:27])=[CH:4][CH:5]=2)=[C:10]2[CH2:15][CH2:14][NH:13][CH2:12][CH2:11]2)=[CH:22][CH:21]=1. The catalyst class is: 55. (8) Reactant: [CH2:1]([Zn]CC)C.ClCI.[Si:9]([O:16][C:17](=[CH2:55])[CH2:18][O:19][C@H:20]1[CH2:25][CH2:24][C@H:23]([N:26]2[C:31](=[O:32])[C:30]([CH2:33][C:34]3[CH:39]=[CH:38][C:37]([C:40]4[C:41]([C:46]#[N:47])=[CH:42][CH:43]=[CH:44][CH:45]=4)=[CH:36][CH:35]=3)=[C:29]([CH2:48][CH2:49][CH3:50])[N:28]3[N:51]=[C:52]([CH3:54])[N:53]=[C:27]23)[CH2:22][CH2:21]1)([C:12]([CH3:15])([CH3:14])[CH3:13])([CH3:11])[CH3:10].[Cl-].[NH4+]. Product: [Si:9]([O:16][C:17]1([CH2:18][O:19][C@H:20]2[CH2:21][CH2:22][C@H:23]([N:26]3[C:31](=[O:32])[C:30]([CH2:33][C:34]4[CH:39]=[CH:38][C:37]([C:40]5[C:41]([C:46]#[N:47])=[CH:42][CH:43]=[CH:44][CH:45]=5)=[CH:36][CH:35]=4)=[C:29]([CH2:48][CH2:49][CH3:50])[N:28]4[N:51]=[C:52]([CH3:54])[N:53]=[C:27]34)[CH2:24][CH2:25]2)[CH2:1][CH2:55]1)([C:12]([CH3:14])([CH3:15])[CH3:13])([CH3:11])[CH3:10]. The catalyst class is: 2. (9) Reactant: [OH-].[Na+].[ClH:3].[CH3:4][C:5]([S:11][C:12]1[CH:13]=[CH:14][C:15]2[O:24][CH2:23][C:22]3[CH:21]=[CH:20][S:19][C:18]=3[C:17](=[C:25]3[CH2:30][CH2:29][N:28]([CH3:31])[CH2:27][CH2:26]3)[C:16]=2[CH:32]=1)([CH3:10])[C:6]([O:8]C)=[O:7]. Product: [ClH:3].[CH3:10][C:5]([S:11][C:12]1[CH:13]=[CH:14][C:15]2[O:24][CH2:23][C:22]3[CH:21]=[CH:20][S:19][C:18]=3[C:17](=[C:25]3[CH2:30][CH2:29][N:28]([CH3:31])[CH2:27][CH2:26]3)[C:16]=2[CH:32]=1)([CH3:4])[C:6]([OH:8])=[O:7]. The catalyst class is: 8. (10) Product: [Cl:13][C:14]1[CH:19]=[CH:18][C:17]([C@@H:20]([OH:21])[CH2:22][NH:1][C@@H:2]2[CH2:11][C:10]3[CH:9]=[C:8]([OH:12])[CH:7]=[CH:6][C:5]=3[CH2:4][CH2:3]2)=[CH:16][CH:15]=1. The catalyst class is: 8. Reactant: [NH2:1][C@@H:2]1[CH2:11][C:10]2[CH:9]=[C:8]([OH:12])[CH:7]=[CH:6][C:5]=2[CH2:4][CH2:3]1.[Cl:13][C:14]1[CH:19]=[CH:18][C:17]([C@@H:20]2[CH2:22][O:21]2)=[CH:16][CH:15]=1.